From a dataset of Forward reaction prediction with 1.9M reactions from USPTO patents (1976-2016). Predict the product of the given reaction. (1) Given the reactants C[O:2][C:3](=[O:30])[C:4]([NH:7][C:8]([C:10]1[CH:19]=[CH:18][C:17]2[C:12](=[CH:13][CH:14]=[CH:15][CH:16]=2)[C:11]=1[O:20][CH2:21][C:22]1[CH:23]=[N:24][C:25](Cl)=[C:26]([Cl:28])[CH:27]=1)=[O:9])([CH3:6])[CH3:5].[O-:31][CH2:32][CH3:33].[Na+].O.Cl, predict the reaction product. The product is: [Cl:28][C:26]1[CH:27]=[C:22]([CH2:21][O:20][C:11]2[C:12]3[C:17](=[CH:16][CH:15]=[CH:14][CH:13]=3)[CH:18]=[CH:19][C:10]=2[C:8]([NH:7][C:4]([CH3:6])([CH3:5])[C:3]([OH:2])=[O:30])=[O:9])[CH:23]=[N:24][C:25]=1[O:31][CH2:32][CH3:33]. (2) Given the reactants [CH2:1]([C:6]1[CH:13]=[CH:12][C:9]([CH2:10][NH2:11])=[CH:8][CH:7]=1)[CH2:2][CH2:3][CH2:4][CH3:5].Cl[CH2:15][C:16]1[CH:24]=[CH:23][C:19]([C:20](Cl)=[O:21])=[CH:18][CH:17]=1.[CH:25]1([CH2:30][CH2:31][C:32](Cl)=[O:33])[CH2:29][CH2:28][CH2:27][CH2:26]1.[NH2:35][C:36]1[CH:37]=[CH:38][C:39]2[C:44](=[O:45])[O:43]C(C)(C)[O:41][C:40]=2[CH:48]=1, predict the reaction product. The product is: [CH:25]1([CH2:30][CH2:31][C:32]([N:35]([CH2:15][C:16]2[CH:24]=[CH:23][C:19]([C:20]([NH:11][CH2:10][C:9]3[CH:12]=[CH:13][C:6]([CH2:1][CH2:2][CH2:3][CH2:4][CH3:5])=[CH:7][CH:8]=3)=[O:21])=[CH:18][CH:17]=2)[C:36]2[CH:37]=[CH:38][C:39]([C:44]([OH:45])=[O:43])=[C:40]([OH:41])[CH:48]=2)=[O:33])[CH2:29][CH2:28][CH2:27][CH2:26]1. (3) Given the reactants [O:1]1[C:5]2([CH2:16][CH2:15][CH2:14][C:7]3([CH2:11][CH2:10][CH:9]([CH2:12][OH:13])[CH2:8]3)[CH2:6]2)[O:4][CH2:3][CH2:2]1.[C:17]1([CH3:27])[CH:22]=[CH:21][C:20]([S:23](Cl)(=[O:25])=[O:24])=[CH:19][CH:18]=1.Cl, predict the reaction product. The product is: [O:1]1[C:5]2([CH2:16][CH2:15][CH2:14][C:7]3([CH2:11][CH2:10][CH:9]([CH2:12][O:13][S:23]([C:20]4[CH:21]=[CH:22][C:17]([CH3:27])=[CH:18][CH:19]=4)(=[O:25])=[O:24])[CH2:8]3)[CH2:6]2)[O:4][CH2:3][CH2:2]1. (4) Given the reactants [Br:1][C:2]1[CH:3]=[CH:4][C:5]([N+:18]([O-])=O)=[C:6]([NH:8][CH2:9][C:10]2([C:13]([O:15][CH2:16][CH3:17])=[O:14])[CH2:12][CH2:11]2)[CH:7]=1.[Cl-].[NH4+], predict the reaction product. The product is: [NH2:18][C:5]1[CH:4]=[CH:3][C:2]([Br:1])=[CH:7][C:6]=1[NH:8][CH2:9][C:10]1([C:13]([O:15][CH2:16][CH3:17])=[O:14])[CH2:11][CH2:12]1. (5) Given the reactants [CH:1]1([C:4]2[C:9]([NH2:10])=[CH:8][N:7]=[C:6]([C:11]3[CH:16]=[CH:15][C:14]([C:17]([F:20])([F:19])[F:18])=[CH:13][CH:12]=3)[N:5]=2)[CH2:3][CH2:2]1.FC(F)(F)C1C(C(O)=O)=CN=C(C2C=CC(C(F)(F)F)=CC=2)N=1.[C:44]([O:48][C:49](=[O:64])[C:50]([O:53][C:54]1[CH:59]=[CH:58][CH:57]=[C:56]([CH2:60][C:61](O)=[O:62])[CH:55]=1)([CH3:52])[CH3:51])([CH3:47])([CH3:46])[CH3:45].COC(=O)CC1C=CC=C(O)C=1.BrC(C)(C)C(OC(C)(C)C)=O, predict the reaction product. The product is: [C:44]([O:48][C:49](=[O:64])[C:50]([O:53][C:54]1[CH:59]=[CH:58][CH:57]=[C:56]([CH2:60][C:61](=[O:62])[NH:10][C:9]2[C:4]([CH:1]3[CH2:2][CH2:3]3)=[N:5][C:6]([C:11]3[CH:16]=[CH:15][C:14]([C:17]([F:19])([F:20])[F:18])=[CH:13][CH:12]=3)=[N:7][CH:8]=2)[CH:55]=1)([CH3:52])[CH3:51])([CH3:46])([CH3:45])[CH3:47]. (6) Given the reactants FC(F)(F)C1C=[CH:7][C:6]([CH2:9][CH2:10]C(O)=O)=[CH:5]C=1.[F:16][C:17]([F:38])([F:37])[C:18]1[CH:23]=[CH:22][C:21]([CH2:24][CH2:25][C:26]([C:28]2[C:34]([OH:35])=[CH:33][C:32]([OH:36])=[CH:31][C:29]=2[OH:30])=[O:27])=[CH:20][CH:19]=1, predict the reaction product. The product is: [OH:35][C:34]1[C:33]([CH2:20][CH2:19][CH:18]([CH3:23])[CH3:17])=[C:32]([OH:36])[C:31]([CH2:10][CH2:9][CH:6]([CH3:5])[CH3:7])([CH2:25][CH2:26][CH:28]([CH3:34])[CH3:29])[C:29](=[O:30])[C:28]=1[C:26](=[O:27])[CH2:25][CH2:24][C:21]1[CH:22]=[CH:23][C:18]([C:17]([F:37])([F:38])[F:16])=[CH:19][CH:20]=1. (7) The product is: [NH2:1][C:2]1[N:3]=[C:4]([NH:17][CH:18]2[CH2:23][CH2:22][N:21]([S:29]([CH2:28][CH2:27][N:26]([CH3:33])[CH3:25])(=[O:31])=[O:30])[CH2:20][CH2:19]2)[S:5][C:6]=1[C:7]([C:9]1[C:14]([F:15])=[CH:13][CH:12]=[CH:11][C:10]=1[F:16])=[O:8]. Given the reactants [NH2:1][C:2]1[N:3]=[C:4]([NH:17][CH:18]2[CH2:23][CH2:22][NH:21][CH2:20][CH2:19]2)[S:5][C:6]=1[C:7]([C:9]1[C:14]([F:15])=[CH:13][CH:12]=[CH:11][C:10]=1[F:16])=[O:8].Cl.[CH3:25][N:26]([CH3:33])[CH2:27][CH2:28][S:29](Cl)(=[O:31])=[O:30], predict the reaction product. (8) Given the reactants [CH:1]1([NH:4][C:5]([C:7]2[CH:8]=[CH:9][C:10]([F:16])=[C:11](B(O)O)[CH:12]=2)=[O:6])[CH2:3][CH2:2]1.Cl[C:18]1[N:19]=[N:20][C:21]([CH3:24])=[CH:22][CH:23]=1.C([O-])([O-])=O.[Na+].[Na+], predict the reaction product. The product is: [CH:1]1([NH:4][C:5](=[O:6])[C:7]2[CH:8]=[CH:9][C:10]([F:16])=[C:11]([C:18]3[N:19]=[N:20][C:21]([CH3:24])=[CH:22][CH:23]=3)[CH:12]=2)[CH2:3][CH2:2]1. (9) The product is: [C:1]([NH:4][NH:5][C:23]([C@H:18]1[CH2:17][CH2:16][C@@H:15]2[CH2:22][N:19]1[C:20](=[O:21])[N:14]2[O:13][CH2:6][C:7]1[CH:12]=[CH:11][CH:10]=[CH:9][CH:8]=1)=[O:24])(=[O:3])[CH3:2]. Given the reactants [C:1]([NH:4][NH2:5])(=[O:3])[CH3:2].[CH2:6]([O:13][N:14]1[C:20](=[O:21])[N:19]2[CH2:22][C@H:15]1[CH2:16][CH2:17][C@@H:18]2[C:23](O)=[O:24])[C:7]1[CH:12]=[CH:11][CH:10]=[CH:9][CH:8]=1.CCN=C=NCCCN(C)C.Cl.CCN(C(C)C)C(C)C.C1C=CC2N(O)N=NC=2C=1, predict the reaction product.